Dataset: Forward reaction prediction with 1.9M reactions from USPTO patents (1976-2016). Task: Predict the product of the given reaction. (1) The product is: [CH3:12][N:14]([CH3:15])[C:9](=[O:11])[CH2:8][CH2:7][C:4]1[CH:3]=[C:2]([CH3:1])[NH:6][CH:5]=1. Given the reactants [CH3:1][C:2]1[NH:6][CH:5]=[C:4]([CH2:7][CH2:8][C:9]([OH:11])=O)[CH:3]=1.[CH2:12]([N:14](CC)[CH2:15]C)C.ClC(OCC)=O.CNC, predict the reaction product. (2) Given the reactants [F:1][C:2]([F:13])([F:12])[C:3]1[N:7]2[CH:8]=[CH:9][N:10]=[CH:11][C:6]2=[CH:5][N:4]=1.[C:14](O[C:14]([O:16][C:17]([CH3:20])([CH3:19])[CH3:18])=[O:15])([O:16][C:17]([CH3:20])([CH3:19])[CH3:18])=[O:15], predict the reaction product. The product is: [C:17]([O:16][C:14]([N:10]1[CH2:9][CH2:8][N:7]2[C:3]([C:2]([F:1])([F:12])[F:13])=[N:4][CH:5]=[C:6]2[CH2:11]1)=[O:15])([CH3:20])([CH3:19])[CH3:18]. (3) Given the reactants [NH2:1][C:2]1[CH:3]=[N:4][CH:5]=[C:6]([Cl:9])[C:7]=1[OH:8].[Br:10][C:11]1[CH:12]=[C:13]([S:18](Cl)(=[O:20])=[O:19])[CH:14]=[N:15][C:16]=1Cl, predict the reaction product. The product is: [Br:10][C:11]1[CH:12]=[C:13]([S:18]([NH:1][C:2]2[CH:3]=[N:4][CH:5]=[C:6]([Cl:9])[C:7]=2[OH:8])(=[O:20])=[O:19])[CH:14]=[N:15][C:16]=1[N:4]1[CH2:5][CH2:6][CH2:7][CH2:2][CH2:3]1. (4) Given the reactants Cl.[Cl:2][C:3]1[NH:7][C:6]([C:8]2[CH:13]=[CH:12][C:11]([NH:14][C:15](=[O:60])[C@@H:16]([NH:42][C:43]([C@H:45]3[CH2:50][CH2:49][C@H:48]([CH2:51][NH:52]C(=O)OC(C)(C)C)[CH2:47][CH2:46]3)=[O:44])[CH2:17][C:18]3[CH:19]=[C:20]([C:24]4[CH:29]=[CH:28][CH:27]=[C:26]([C:30](=[O:41])[NH:31][CH:32]5[CH2:37][CH2:36][N:35]([CH:38]([CH3:40])[CH3:39])[CH2:34][CH2:33]5)[CH:25]=4)[CH:21]=[CH:22][CH:23]=3)=[CH:10][CH:9]=2)=[N:5][N:4]=1.C(#N)C, predict the reaction product. The product is: [ClH:2].[NH2:52][CH2:51][C@H:48]1[CH2:49][CH2:50][C@H:45]([C:43]([NH:42][C@H:16]([C:15]([NH:14][C:11]2[CH:10]=[CH:9][C:8]([C:6]3[NH:7][C:3]([Cl:2])=[N:4][N:5]=3)=[CH:13][CH:12]=2)=[O:60])[CH2:17][C:18]2[CH:19]=[C:20]([C:24]3[CH:29]=[CH:28][CH:27]=[C:26]([C:30]([NH:31][CH:32]4[CH2:33][CH2:34][N:35]([CH:38]([CH3:40])[CH3:39])[CH2:36][CH2:37]4)=[O:41])[CH:25]=3)[CH:21]=[CH:22][CH:23]=2)=[O:44])[CH2:46][CH2:47]1. (5) Given the reactants CS(O[CH2:6][C@H:7]1[N:18]2[C:19]3[C:10](=[C:11]([F:21])[CH:12]=[N:13][C:14]=3[CH:15]=[CH:16][C:17]2=[O:20])[O:9][CH2:8]1)(=O)=O.[O:22]1[C:31]2[CH:30]=[C:29]([CH2:32][NH:33][C:34]3([C:40]([O:42][CH3:43])=[O:41])[CH2:39][CH2:38][NH:37][CH2:36][CH2:35]3)[N:28]=[CH:27][C:26]=2[O:25][CH2:24][CH2:23]1.N1C=CC=CC=1, predict the reaction product. The product is: [O:22]1[C:31]2[CH:30]=[C:29]([CH2:32][NH:33][C:34]3([C:40]([O:42][CH3:43])=[O:41])[CH2:35][CH2:36][N:37]([CH2:6][C@H:7]4[N:18]5[C:19]6[C:10](=[C:11]([F:21])[CH:12]=[N:13][C:14]=6[CH:15]=[CH:16][C:17]5=[O:20])[O:9][CH2:8]4)[CH2:38][CH2:39]3)[N:28]=[CH:27][C:26]=2[O:25][CH2:24][CH2:23]1. (6) Given the reactants Cl.[C:2]1([N:8]([C:10]2[CH:15]=[CH:14][CH:13]=[CH:12][CH:11]=2)N)[CH:7]=[CH:6][CH:5]=[CH:4][CH:3]=1.[CH3:16][CH:17]([CH3:45])[C:18]([NH:20][C:21]1[CH:26]=[CH:25][CH:24]=[C:23]([CH:27]2[CH2:32][CH2:31][N:30]([CH2:33][CH2:34][CH2:35][CH2:36][C:37](=O)[C:38]3[CH:43]=[CH:42][CH:41]=[CH:40][CH:39]=3)[CH2:29][CH2:28]2)[CH:22]=1)=[O:19].CC(O)=O.C([O-])([O-])=O.[K+].[K+], predict the reaction product. The product is: [C:2]1([N:8]2[C:10]3[C:15](=[CH:14][CH:13]=[CH:12][CH:11]=3)[C:36]([CH2:35][CH2:34][CH2:33][N:30]3[CH2:31][CH2:32][CH:27]([C:23]4[CH:22]=[C:21]([NH:20][C:18](=[O:19])[CH:17]([CH3:45])[CH3:16])[CH:26]=[CH:25][CH:24]=4)[CH2:28][CH2:29]3)=[C:37]2[C:38]2[CH:39]=[CH:40][CH:41]=[CH:42][CH:43]=2)[CH:7]=[CH:6][CH:5]=[CH:4][CH:3]=1.